This data is from hERG Central: cardiac toxicity at 1µM, 10µM, and general inhibition. The task is: Predict hERG channel inhibition at various concentrations. (1) Results: hERG_inhib (hERG inhibition (general)): blocker. The drug is O=C(COc1ccc([N+](=O)[O-])cc1)NCCc1nc2ccccc2[nH]1. (2) The drug is COc1ccc(-c2sc(Nc3ccccc3)n[n+]2-c2ccc(F)cc2)c(OC)c1OC.[Cl-]. Results: hERG_inhib (hERG inhibition (general)): blocker. (3) The drug is O=C(Nc1ccncc1)c1cc(S(=O)(=O)N2CCCCC2)ccc1Cl. Results: hERG_inhib (hERG inhibition (general)): blocker.